From a dataset of Catalyst prediction with 721,799 reactions and 888 catalyst types from USPTO. Predict which catalyst facilitates the given reaction. (1) Reactant: Cl[C:2]1[CH:7]=[CH:6][C:5]([N+:8]([O-:10])=[O:9])=[CH:4][C:3]=1[O:11][CH:12]([CH3:14])[CH3:13].[CH3:15][N:16]1[CH2:21][CH2:20][NH:19][CH2:18][CH2:17]1.C(=O)([O-])[O-].[K+].[K+].O. Product: [CH:12]([O:11][C:3]1[CH:4]=[C:5]([N+:8]([O-:10])=[O:9])[CH:6]=[CH:7][C:2]=1[N:19]1[CH2:20][CH2:21][N:16]([CH3:15])[CH2:17][CH2:18]1)([CH3:14])[CH3:13]. The catalyst class is: 3. (2) Reactant: [NH:1]1[CH2:4][CH:3]([CH2:5][S:6]([C:9]2[CH:26]=[CH:25][C:12]3[N:13]([CH2:21][CH:22]4[CH2:24][CH2:23]4)[C:14]([CH2:16][C:17]([CH3:20])([CH3:19])[CH3:18])=[N:15][C:11]=3[CH:10]=2)(=[O:8])=[O:7])[CH2:2]1.C(N(CC)CC)C.C[Si]([N:38]=[C:39]=[O:40])(C)C. Product: [CH:22]1([CH2:21][N:13]2[C:12]3[CH:25]=[CH:26][C:9]([S:6]([CH2:5][CH:3]4[CH2:2][N:1]([C:39]([NH2:38])=[O:40])[CH2:4]4)(=[O:8])=[O:7])=[CH:10][C:11]=3[N:15]=[C:14]2[CH2:16][C:17]([CH3:20])([CH3:19])[CH3:18])[CH2:23][CH2:24]1. The catalyst class is: 4. (3) Reactant: [F:1][C:2]1[CH:7]=[CH:6][C:5]([F:8])=[CH:4][C:3]=1[C:9]1[CH2:10][CH2:11][NH:12][CH:13]([C:15]2[CH:20]=[CH:19][CH:18]=[C:17]([O:21][CH3:22])[CH:16]=2)[CH:14]=1.[CH3:23]N(C=O)C.[C:28]([O:32][C:33]([NH:35][C@H:36]([C:40]([OH:42])=O)[CH:37]([CH3:39])[CH3:38])=[O:34])([CH3:31])([CH3:30])[CH3:29].C1CN([P+](ON2N=NC3C=CC=CC2=3)(N2CCCC2)N2CCCC2)CC1.F[P-](F)(F)(F)(F)F. Product: [F:1][C:2]1[CH:7]=[CH:6][C:5]([F:8])=[CH:4][C:3]=1[C:9]1[CH2:10][CH2:11][N:12]([CH2:23][C:40](=[O:42])[C@@H:36]([NH:35][C:33](=[O:34])[O:32][C:28]([CH3:29])([CH3:30])[CH3:31])[CH:37]([CH3:38])[CH3:39])[CH:13]([C:15]2[CH:20]=[CH:19][CH:18]=[C:17]([O:21][CH3:22])[CH:16]=2)[CH:14]=1. The catalyst class is: 4. (4) Reactant: [CH2:1]([OH:7])[CH:2]1[O:6][CH2:5][CH2:4][CH2:3]1.CC(C)([O-])C.[Na+].Cl[C:15]1[N:23]=[C:22]2[C:18]([N:19]=[CH:20][N:21]2[CH:24]2[CH2:29][CH2:28][CH2:27][CH2:26][O:25]2)=[C:17]([NH2:30])[N:16]=1. Product: [O:6]1[CH2:5][CH2:4][CH2:3][CH:2]1[CH2:1][O:7][C:15]1[N:23]=[C:22]2[C:18]([N:19]=[CH:20][N:21]2[CH:24]2[CH2:29][CH2:28][CH2:27][CH2:26][O:25]2)=[C:17]([NH2:30])[N:16]=1. The catalyst class is: 57. (5) Reactant: C(=O)([O-])[O-].[K+].[K+].[CH2:7]([N:9]=[C:10]=[O:11])[CH3:8].[Cl:12][C:13]1[CH:18]=[C:17]([C:19]([F:22])([F:21])[F:20])[CH:16]=[C:15]([Cl:23])[C:14]=1[O:24][C:25]1[CH:29]=[C:28]([CH3:30])[NH:27][N:26]=1.Cl. Product: [CH2:7]([NH:9][C:10]([N:27]1[C:28]([CH3:30])=[CH:29][C:25]([O:24][C:14]2[C:15]([Cl:23])=[CH:16][C:17]([C:19]([F:22])([F:20])[F:21])=[CH:18][C:13]=2[Cl:12])=[N:26]1)=[O:11])[CH3:8]. The catalyst class is: 13. (6) The catalyst class is: 89. Reactant: C([O:5][C:6](=[O:45])/[CH:7]=[CH:8]/[C:9]1[C:14](=[O:15])[N:13]2[CH:16]=[CH:17][C:18]([C:20]([NH:22][C:23]3[S:24][CH:25]=[C:26]([C:28]([CH3:31])([CH3:30])[CH3:29])[N:27]=3)=[O:21])=[CH:19][C:12]2=[N:11][C:10]=1[N:32]1[CH2:37][CH2:36][CH:35]([O:38][C:39]([NH:41][CH2:42][CH2:43][OH:44])=[O:40])[CH2:34][CH2:33]1)(C)(C)C. Product: [C:28]([C:26]1[N:27]=[C:23]([NH:22][C:20]([C:18]2[CH:17]=[CH:16][N:13]3[C:14](=[O:15])[C:9](/[CH:8]=[CH:7]/[C:6]([OH:45])=[O:5])=[C:10]([N:32]4[CH2:37][CH2:36][CH:35]([O:38][C:39]([NH:41][CH2:42][CH2:43][OH:44])=[O:40])[CH2:34][CH2:33]4)[N:11]=[C:12]3[CH:19]=2)=[O:21])[S:24][CH:25]=1)([CH3:31])([CH3:29])[CH3:30].